Task: Regression. Given a peptide amino acid sequence and an MHC pseudo amino acid sequence, predict their binding affinity value. This is MHC class II binding data.. Dataset: Peptide-MHC class II binding affinity with 134,281 pairs from IEDB (1) The binding affinity (normalized) is 0.388. The peptide sequence is NACEIGEWVFSDVKS. The MHC is DRB1_0101 with pseudo-sequence DRB1_0101. (2) The peptide sequence is HLRKVILSEISFHLV. The MHC is DRB1_0701 with pseudo-sequence DRB1_0701. The binding affinity (normalized) is 0.792. (3) The peptide sequence is LTVMDRYSVDADLQL. The MHC is DRB3_0101 with pseudo-sequence DRB3_0101. The binding affinity (normalized) is 0.683. (4) The peptide sequence is LSRNSTHEMYYVSGA. The MHC is DRB5_0101 with pseudo-sequence DRB5_0101. The binding affinity (normalized) is 0.